From a dataset of Full USPTO retrosynthesis dataset with 1.9M reactions from patents (1976-2016). Predict the reactants needed to synthesize the given product. (1) The reactants are: [N:1]1[CH:6]=[CH:5][CH:4]=[CH:3][C:2]=1[CH2:7][N:8]1[C:16]2[C:11](=[CH:12][C:13]([NH:17][C:18]3[C:19]4[C:26]5[CH2:27][CH2:28][NH:29][CH2:30][C:25]=5[S:24][C:20]=4[N:21]=[CH:22][N:23]=3)=[CH:14][CH:15]=2)[CH:10]=[N:9]1.Br[CH2:32]/[CH:33]=[CH:34]/[C:35]([OH:37])=O.Cl.[O:39]1[CH2:45][CH2:44][CH2:43][NH:42][CH2:41][CH2:40]1. Given the product [O:39]1[CH2:45][CH2:44][CH2:43][N:42]([CH2:32]/[CH:33]=[CH:34]/[C:35]([N:29]2[CH2:28][CH2:27][C:26]3[C:19]4[C:18]([NH:17][C:13]5[CH:12]=[C:11]6[C:16](=[CH:15][CH:14]=5)[N:8]([CH2:7][C:2]5[CH:3]=[CH:4][CH:5]=[CH:6][N:1]=5)[N:9]=[CH:10]6)=[N:23][CH:22]=[N:21][C:20]=4[S:24][C:25]=3[CH2:30]2)=[O:37])[CH2:41][CH2:40]1, predict the reactants needed to synthesize it. (2) Given the product [Cl:7][C:8]1[CH:9]=[C:10]2[C:14](=[CH:15][CH:16]=1)[N:13]([CH2:17][CH2:18][CH2:19][S:20]([CH3:23])(=[O:22])=[O:21])[C:12]([CH2:24][OH:25])=[CH:11]2, predict the reactants needed to synthesize it. The reactants are: [H-].[H-].[H-].[H-].[Li+].[Al+3].[Cl:7][C:8]1[CH:9]=[C:10]2[C:14](=[CH:15][CH:16]=1)[N:13]([CH2:17][CH2:18][CH2:19][S:20]([CH3:23])(=[O:22])=[O:21])[C:12]([C:24](OCC)=[O:25])=[CH:11]2. (3) The reactants are: [Cl:1][C:2]1[CH:7]=[CH:6][C:5]([S:8]([N:11]2[C:17](=[O:18])[CH:16]([CH2:19][C:20]3[CH:25]=[CH:24][C:23]([O:26][CH2:27]OC)=[CH:22][CH:21]=3)[CH2:15][NH:14][C:13](=[O:30])[CH2:12]2)(=[O:10])=[O:9])=[CH:4][CH:3]=1.[OH:31][C:32]1[CH:57]=[CH:56][C:55]([CH3:58])=[CH:54][C:33]=1/[CH:34]=[C:35]1/[C:36](=[O:53])[N:37]([S:43]([C:46]2[CH:51]=[CH:50][C:49]([Cl:52])=[CH:48][CH:47]=2)(=[O:45])=[O:44])[CH2:38][C:39](=[O:42])[NH:40][CH2:41]/1. Given the product [CH3:23][O:26][CH2:27][O:31][C:32]1[CH:57]=[CH:56][C:55]([CH3:58])=[CH:54][C:33]=1/[CH:34]=[C:35]1/[C:36](=[O:53])[N:37]([S:43]([C:46]2[CH:47]=[CH:48][C:49]([Cl:52])=[CH:50][CH:51]=2)(=[O:44])=[O:45])[CH2:38][C:39](=[O:42])[NH:40][CH2:41]/1.[Cl:1][C:2]1[CH:7]=[CH:6][C:5]([S:8]([N:11]2[C:17](=[O:18])[CH:16]([CH2:19][C:20]3[CH:25]=[CH:24][C:23]([OH:26])=[CH:22][CH:21]=3)[CH2:15][NH:14][C:13](=[O:30])[CH2:12]2)(=[O:9])=[O:10])=[CH:4][CH:3]=1, predict the reactants needed to synthesize it. (4) Given the product [NH2:42][C:40](=[O:41])[CH2:39][CH2:38][NH:29][C:27](=[O:28])[C:26]1[CH:30]=[CH:31][CH:32]=[C:24]([N:20]2[C:21]3[C:17](=[CH:16][C:15]([O:14][C@H:7]([C:8]4[CH:9]=[CH:10][CH:11]=[CH:12][CH:13]=4)[C@@H:6]([NH:5][C:3](=[O:4])[C:2]([F:1])([F:35])[CH3:34])[CH3:33])=[CH:23][CH:22]=3)[CH:18]=[N:19]2)[CH:25]=1, predict the reactants needed to synthesize it. The reactants are: [F:1][C:2]([F:35])([CH3:34])[C:3]([NH:5][C@@H:6]([CH3:33])[C@H:7]([O:14][C:15]1[CH:16]=[C:17]2[C:21](=[CH:22][CH:23]=1)[N:20]([C:24]1[CH:25]=[C:26]([CH:30]=[CH:31][CH:32]=1)[C:27]([NH2:29])=[O:28])[N:19]=[CH:18]2)[C:8]1[CH:13]=[CH:12][CH:11]=[CH:10][CH:9]=1)=[O:4].Cl.N[CH2:38][CH2:39][C:40]([NH2:42])=[O:41]. (5) Given the product [CH2:34]([O:33][C:32](=[O:41])[N:31]([C@@H:15]([C:16]1[CH:21]=[CH:20][CH:19]=[C:18]([C:50]2[S:51][CH:52]=[CH:53][N:54]=2)[CH:17]=1)[CH2:14][N:11]1[CH2:12][CH2:13][C@H:9]([O:8][Si:1]([C:4]([CH3:5])([CH3:6])[CH3:7])([CH3:2])[CH3:3])[CH2:10]1)[CH3:42])[C:35]1[CH:40]=[CH:39][CH:38]=[CH:37][CH:36]=1, predict the reactants needed to synthesize it. The reactants are: [Si:1]([O:8][C@H:9]1[CH2:13][CH2:12][N:11]([CH2:14][C@@H:15]([N:31]([CH3:42])[C:32](=[O:41])[O:33][CH2:34][C:35]2[CH:40]=[CH:39][CH:38]=[CH:37][CH:36]=2)[C:16]2[CH:21]=[CH:20][CH:19]=[C:18](B3OC(C)(C)C(C)(C)O3)[CH:17]=2)[CH2:10]1)([C:4]([CH3:7])([CH3:6])[CH3:5])([CH3:3])[CH3:2].C(=O)([O-])[O-].[K+].[K+].Br[C:50]1[S:51][CH:52]=[CH:53][N:54]=1. (6) Given the product [NH2:34][C:7]([CH:21]1[CH2:22][CH2:23][N:24]([C:27]2[CH:32]=[CH:31][C:30]([Cl:33])=[CH:29][N:28]=2)[CH2:25][CH2:26]1)([CH2:8][CH2:9][CH2:10][CH2:11][B:12]([OH:13])[OH:16])[C:6]([OH:38])=[O:39], predict the reactants needed to synthesize it. The reactants are: C(N[C:6](=[O:38])[C:7]([NH:34]C(=O)C)([CH:21]1[CH2:26][CH2:25][N:24]([C:27]2[CH:32]=[CH:31][C:30]([Cl:33])=[CH:29][N:28]=2)[CH2:23][CH2:22]1)[CH2:8][CH2:9][CH2:10][CH2:11][B:12]1[O:16]C(C)(C)C(C)(C)[O:13]1)(C)(C)C.[OH2:39]. (7) Given the product [C:1]([C:5]1[O:9][N:8]=[C:7]([NH:10][C:11]([CH:13]2[CH2:18][CH2:17][CH2:16][N:15]([C:22]3[C:21]([Cl:20])=[CH:26][C:25]([C:27]([F:30])([F:28])[F:29])=[CH:24][N:23]=3)[CH2:14]2)=[O:12])[CH:6]=1)([CH3:4])([CH3:2])[CH3:3], predict the reactants needed to synthesize it. The reactants are: [C:1]([C:5]1[O:9][N:8]=[C:7]([NH:10][C:11]([CH:13]2[CH2:18][CH2:17][CH2:16][NH:15][CH2:14]2)=[O:12])[CH:6]=1)([CH3:4])([CH3:3])[CH3:2].Cl.[Cl:20][C:21]1[C:22](F)=[N:23][CH:24]=[C:25]([C:27]([F:30])([F:29])[F:28])[CH:26]=1.C(N(CC)CC)C. (8) The reactants are: [C:1]([O:5][C:6](=[O:22])[NH:7][C:8]1[CH:13]=[C:12](Cl)[C:11]([C:15]([F:18])([F:17])[F:16])=[CH:10][C:9]=1[N+:19]([O-:21])=[O:20])([CH3:4])([CH3:3])[CH3:2].[CH:23]([NH:26][CH3:27])([CH3:25])[CH3:24].C(N(CC)CC)C. Given the product [C:1]([O:5][C:6](=[O:22])[NH:7][C:8]1[CH:13]=[C:12]([N:26]([CH:23]([CH3:25])[CH3:24])[CH3:27])[C:11]([C:15]([F:18])([F:17])[F:16])=[CH:10][C:9]=1[N+:19]([O-:21])=[O:20])([CH3:4])([CH3:3])[CH3:2], predict the reactants needed to synthesize it. (9) Given the product [Cl:1][C:2]1[CH:3]=[C:4]([CH:7]=[CH:8][C:9]=1[O:10][CH2:11][CH2:12][CH2:13][CH2:14][CH3:15])[C:5]([OH:21])=[O:6], predict the reactants needed to synthesize it. The reactants are: [Cl:1][C:2]1[CH:3]=[C:4]([CH:7]=[CH:8][C:9]=1[O:10][CH2:11][CH2:12][CH2:13][CH2:14][CH3:15])[CH:5]=[O:6].ClC1C=C(C=CC=1OCC)C=[O:21]. (10) Given the product [Cl:1][C:2]1[C:7]([C:8]2[CH:13]=[CH:12][CH:11]=[CH:10][CH:9]=2)=[N:6][N:5]=[C:4]2[N:14]([CH2:33][CH2:34][N:35]3[CH2:40][CH2:39][N:38]([CH3:41])[CH2:37][CH2:36]3)[N:15]=[C:16]([C:17]3[NH:18][C:19]4[C:24]([CH:25]=3)=[CH:23][CH:22]=[CH:21][CH:20]=4)[C:3]=12, predict the reactants needed to synthesize it. The reactants are: [Cl:1][C:2]1[C:7]([C:8]2[CH:13]=[CH:12][CH:11]=[CH:10][CH:9]=2)=[N:6][N:5]=[C:4]2[N:14]([CH2:33][CH2:34][N:35]3[CH2:40][CH2:39][N:38]([CH3:41])[CH2:37][CH2:36]3)[N:15]=[C:16]([C:17]3[N:18](C(OC(C)(C)C)=O)[C:19]4[C:24]([CH:25]=3)=[CH:23][CH:22]=[CH:21][CH:20]=4)[C:3]=12.C([O-])(O)=O.[Na+].